Dataset: Catalyst prediction with 721,799 reactions and 888 catalyst types from USPTO. Task: Predict which catalyst facilitates the given reaction. (1) Reactant: Cl.[CH3:2][C@@H:3]([C@@H:10]1[C@@:14]2([CH3:32])[CH2:15][CH2:16][CH:17]3[C@@:22]4([CH3:31])[CH2:23][CH2:24][CH:25]([O:27]C([Cl:30])=O)[CH2:26][C:21]4=[CH:20][CH2:19][CH:18]3[CH:13]2[CH2:12][CH2:11]1)[CH2:4][CH2:5][CH2:6][CH:7]([CH3:9])[CH3:8]. Product: [ClH:30].[CH3:9][CH:7]([CH2:6][CH2:5][CH2:4][C@H:3]([C@@H:10]1[C@:14]2([CH3:32])[C@H:13]([C@H:18]3[C@H:17]([CH2:16][CH2:15]2)[C@:22]2([CH3:31])[C:21]([CH2:26][C@H:25]([CH2:24][CH2:23]2)[OH:27])=[CH:20][CH2:19]3)[CH2:12][CH2:11]1)[CH3:2])[CH3:8]. The catalyst class is: 5. (2) Reactant: C[O:2][C:3]1[CH:4]=[C:5]([C:9]([C:11]2[C:19]3[C:14](=[C:15]([C:20]([F:23])([F:22])[F:21])[CH:16]=[CH:17][CH:18]=3)[NH:13][N:12]=2)=[O:10])[CH:6]=[CH:7][CH:8]=1.B(Br)(Br)Br. Product: [OH:2][C:3]1[CH:4]=[C:5]([C:9]([C:11]2[C:19]3[C:14](=[C:15]([C:20]([F:23])([F:22])[F:21])[CH:16]=[CH:17][CH:18]=3)[NH:13][N:12]=2)=[O:10])[CH:6]=[CH:7][CH:8]=1. The catalyst class is: 2.